This data is from Full USPTO retrosynthesis dataset with 1.9M reactions from patents (1976-2016). The task is: Predict the reactants needed to synthesize the given product. (1) Given the product [N:35]1([CH2:2][C:3]([NH:5][C:6]2[CH:7]=[N:8][C:9]([O:12][C:13]3[CH:14]=[C:15]4[C:20](=[CH:21][CH:22]=3)[O:19][CH:18]([C:23]3[CH:28]=[CH:27][CH:26]=[CH:25][CH:24]=3)[CH2:17][CH2:16]4)=[CH:10][CH:11]=2)=[O:4])[CH2:40][CH2:39][O:38][CH2:37][CH2:36]1, predict the reactants needed to synthesize it. The reactants are: Cl[CH2:2][C:3]([NH:5][C:6]1[CH:7]=[N:8][C:9]([O:12][C:13]2[CH:14]=[C:15]3[C:20](=[CH:21][CH:22]=2)[O:19][CH:18]([C:23]2[CH:28]=[CH:27][CH:26]=[CH:25][CH:24]=2)[CH2:17][CH2:16]3)=[CH:10][CH:11]=1)=[O:4].C(=O)([O-])[O-].[K+].[K+].[NH:35]1[CH2:40][CH2:39][O:38][CH2:37][CH2:36]1.O. (2) Given the product [Br:8][C:5]1[CH:6]=[CH:7][C:2]2[N:1]=[CH:21][N:9]([CH:10]3[CH2:13][N:12]([C:14]([O:16][C:17]([CH3:20])([CH3:19])[CH3:18])=[O:15])[CH2:11]3)[C:3]=2[CH:4]=1, predict the reactants needed to synthesize it. The reactants are: [NH2:1][C:2]1[CH:7]=[CH:6][C:5]([Br:8])=[CH:4][C:3]=1[NH:9][CH:10]1[CH2:13][N:12]([C:14]([O:16][C:17]([CH3:20])([CH3:19])[CH3:18])=[O:15])[CH2:11]1.[CH:21](OC)(OC)OC. (3) Given the product [O:40]=[C:33]([NH:34][C:35]1[NH:39][N:38]=[CH:37][CH:36]=1)[C:32]([C@@H:41]([NH:46][C:1](=[O:30])[O:2][C@H:3]([CH2:8][N:9]1[CH:13]=[CH:12][C:11]([C:14]2[CH:15]=[CH:16][N:17]=[CH:18][CH:19]=2)=[N:10]1)[C:4]([CH3:5])([CH3:6])[CH3:7])[CH2:42][CH2:43][CH2:44][CH3:45])=[O:31], predict the reactants needed to synthesize it. The reactants are: [C:1](=[O:30])(OC1C=CC([N+]([O-])=O)=CC=1)[O:2][C@H:3]([CH2:8][N:9]1[CH:13]=[CH:12][C:11]([C:14]2[CH:19]=[CH:18][N:17]=[CH:16][CH:15]=2)=[N:10]1)[C:4]([CH3:7])([CH3:6])[CH3:5].[OH:31][CH:32]([C@@H:41]([NH:46]C(=O)OC(C)(C)C)[CH2:42][CH2:43][CH2:44][CH3:45])[C:33](=[O:40])[NH:34][C:35]1[NH:39][N:38]=[CH:37][CH:36]=1.CC(OI1(OC(C)=O)(OC(C)=O)OC(=O)C2C=CC=CC1=2)=O.